Dataset: Reaction yield outcomes from USPTO patents with 853,638 reactions. Task: Predict the reaction yield, written as a fraction of the theoretical maximum amount of product (1.0 means a 100% yield; for example, 0.34 means a 34% yield). The catalyst is C(OCC)(=O)C. The product is [C:33]([O:16][C@@H:14]1[CH2:13][C@H:12]([C:17](=[O:18])[NH:19][C:20]2[CH:25]=[CH:24][C:23]([N:26]3[CH2:31][CH2:30][O:29][CH2:28][C:27]3=[O:32])=[CH:22][CH:21]=2)[N:11]([C:9](=[O:10])[NH:8][C:5]2[CH:6]=[CH:7][C:2]([Cl:1])=[CH:3][CH:4]=2)[CH2:15]1)(=[O:37])[CH:34]([CH3:36])[CH3:35]. The reactants are [Cl:1][C:2]1[CH:7]=[CH:6][C:5]([NH:8][C:9]([N:11]2[CH2:15][C@H:14]([OH:16])[CH2:13][C@@H:12]2[C:17]([NH:19][C:20]2[CH:25]=[CH:24][C:23]([N:26]3[CH2:31][CH2:30][O:29][CH2:28][C:27]3=[O:32])=[CH:22][CH:21]=2)=[O:18])=[O:10])=[CH:4][CH:3]=1.[C:33](O[C:33](=[O:37])[CH:34]([CH3:36])[CH3:35])(=[O:37])[CH:34]([CH3:36])[CH3:35].N1C=CC=CC=1. The yield is 0.793.